Task: Predict the reaction yield, written as a fraction of the theoretical maximum amount of product (1.0 means a 100% yield; for example, 0.34 means a 34% yield).. Dataset: Reaction yield outcomes from USPTO patents with 853,638 reactions The reactants are C([Si](C)(C)[O:6][CH2:7][CH2:8][N:9]1[CH:14]=[CH:13][C:12]([NH:15][C:16]([CH:18]2[CH:22]([C:23]3[CH:28]=[CH:27][CH:26]=[C:25]([Cl:29])[C:24]=3[F:30])[C:21]([C:33]3[CH:38]=[CH:37][C:36]([Cl:39])=[CH:35][C:34]=3[F:40])([C:31]#[N:32])[CH:20]([CH2:41][C:42]([CH3:45])([CH3:44])[CH3:43])[NH:19]2)=[O:17])=[CH:11][C:10]1=[O:46])(C)(C)C.Cl. The catalyst is C1COCC1. The product is [OH:6][CH2:7][CH2:8][N:9]1[CH:14]=[CH:13][C:12]([NH:15][C:16]([CH:18]2[CH:22]([C:23]3[CH:28]=[CH:27][CH:26]=[C:25]([Cl:29])[C:24]=3[F:30])[C:21]([C:33]3[CH:38]=[CH:37][C:36]([Cl:39])=[CH:35][C:34]=3[F:40])([C:31]#[N:32])[CH:20]([CH2:41][C:42]([CH3:44])([CH3:43])[CH3:45])[NH:19]2)=[O:17])=[CH:11][C:10]1=[O:46]. The yield is 0.410.